From a dataset of Catalyst prediction with 721,799 reactions and 888 catalyst types from USPTO. Predict which catalyst facilitates the given reaction. (1) Reactant: [CH3:1][N:2]1[C:10]2[C:5](=[CH:6][C:7]([N:14]3[CH2:19][CH2:18][O:17][CH2:16][CH2:15]3)=[CH:8][C:9]=2[C:11]([OH:13])=O)[C:4]([CH:20]([CH3:22])[CH3:21])=[CH:3]1.[NH2:23][CH2:24][C:25]1[C:26](=[O:33])[NH:27][C:28]([CH3:32])=[CH:29][C:30]=1[CH3:31].Cl.ON1C2N=CC=CC=2N=N1.CN1CCOCC1.C(Cl)CCl. Product: [CH3:31][C:30]1[CH:29]=[C:28]([CH3:32])[NH:27][C:26](=[O:33])[C:25]=1[CH2:24][NH:23][C:11]([C:9]1[CH:8]=[C:7]([N:14]2[CH2:15][CH2:16][O:17][CH2:18][CH2:19]2)[CH:6]=[C:5]2[C:10]=1[N:2]([CH3:1])[CH:3]=[C:4]2[CH:20]([CH3:21])[CH3:22])=[O:13]. The catalyst class is: 16. (2) Reactant: [C-:1]#[N:2].[K+].[CH3:4][O:5][C:6]1[CH:7]=[C:8]2[C:13](=[CH:14][CH:15]=1)[CH2:12][N:11]([C:16]([O:18][C:19]([CH3:22])([CH3:21])[CH3:20])=[O:17])[CH2:10][CH:9]2[CH2:23]OS(C)(=O)=O.O. Product: [C:1]([CH2:23][CH:9]1[C:8]2[C:13](=[CH:14][CH:15]=[C:6]([O:5][CH3:4])[CH:7]=2)[CH2:12][N:11]([C:16]([O:18][C:19]([CH3:21])([CH3:20])[CH3:22])=[O:17])[CH2:10]1)#[N:2]. The catalyst class is: 16. (3) Reactant: [F:1][C:2]([S:5][C:6]1[CH:11]=[CH:10][C:9]([OH:12])=[CH:8][CH:7]=1)([F:4])[F:3].[C:13]([O-])([O-])=O.[Cs+].[Cs+].C(O[CH2:23][CH3:24])(=O)C. Product: [F:1][C:2]([S:5][C:6]1[CH:11]=[CH:10][C:9]([O:12][CH2:13][CH:23]=[CH2:24])=[CH:8][CH:7]=1)([F:4])[F:3]. The catalyst class is: 3. (4) Reactant: [Br:1][C:2]1[CH:7]=[CH:6][C:5]([Br:8])=[CH:4][C:3]=1[S:9]([NH:12][C@H:13]1[CH2:17][N:16]([C:18](OC(C)(C)C)=O)[C@@H:15]([CH3:25])[CH2:14]1)(=[O:11])=[O:10].Cl.CC[N:29](C(C)C)C(C)C.BrC#N.C(O)C(N)(CO)CO. Product: [Br:1][C:2]1[CH:7]=[CH:6][C:5]([Br:8])=[CH:4][C:3]=1[S:9]([NH:12][C@@H:13]1[CH2:14][C@H:15]([CH3:25])[N:16]([C:18]#[N:29])[CH2:17]1)(=[O:11])=[O:10]. The catalyst class is: 2. (5) Reactant: [F:1][C:2]([F:23])([F:22])[C:3]1[CH:4]=[C:5]([CH:15]=[C:16]([C:18]([F:21])([F:20])[F:19])[CH:17]=1)[C:6]([N:8]1[CH2:13][CH2:12][C:11](=O)[CH2:10][CH2:9]1)=[O:7].Cl.[NH2:25][OH:26]. Product: [F:1][C:2]([F:23])([F:22])[C:3]1[CH:4]=[C:5]([C:6]([N:8]2[CH2:13][CH2:12][C:11](=[N:25][OH:26])[CH2:10][CH2:9]2)=[O:7])[CH:15]=[C:16]([C:18]([F:21])([F:20])[F:19])[CH:17]=1. The catalyst class is: 228. (6) Reactant: [CH2:1]([NH:3][C:4]([NH:6][C:7]1[CH:12]=[CH:11][C:10]([C:13]2[N:14]=[C:15]([N:23]3[CH2:28][CH2:27][O:26][CH2:25][C@@H:24]3[CH3:29])[C:16]3[CH2:22][CH2:21][NH:20][CH2:19][C:17]=3[N:18]=2)=[CH:9][CH:8]=1)=[O:5])[CH3:2].[I-].[K+].Cl[CH2:33][C:34]([N:36]([CH3:38])[CH3:37])=[O:35]. Product: [CH2:1]([NH:3][C:4](=[O:5])[NH:6][C:7]1[CH:8]=[CH:9][C:10]([C:13]2[N:14]=[C:15]([N:23]3[CH2:28][CH2:27][O:26][CH2:25][C@@H:24]3[CH3:29])[C:16]3[CH2:22][CH2:21][N:20]([CH2:33][C:34]([N:36]([CH3:38])[CH3:37])=[O:35])[CH2:19][C:17]=3[N:18]=2)=[CH:11][CH:12]=1)[CH3:2]. The catalyst class is: 3. (7) Reactant: [F:1][C:2]1[CH:7]=[CH:6][CH:5]=[CH:4][C:3]=1[N:8]1[C:16]2[C:11](=[C:12]([N:17]3[CH2:21][CH2:20][NH:19][C:18]3=[O:22])[CH:13]=[CH:14][CH:15]=2)[CH:10]=[N:9]1.[O-]P([O-])([O-])=O.[K+].[K+].[K+].I[C:32]1[CH:37]=[CH:36][N:35]=[CH:34][CH:33]=1.CN[C@@H]1CCCC[C@H]1NC. Product: [F:1][C:2]1[CH:7]=[CH:6][CH:5]=[CH:4][C:3]=1[N:8]1[C:16]2[C:11](=[C:12]([N:17]3[CH2:21][CH2:20][N:19]([C:32]4[CH:37]=[CH:36][N:35]=[CH:34][CH:33]=4)[C:18]3=[O:22])[CH:13]=[CH:14][CH:15]=2)[CH:10]=[N:9]1. The catalyst class is: 185. (8) Reactant: [Mn]([O-])(=O)(=O)=[O:2].[K+].[C:7]1(/[C:13](/[CH2:42][CH3:43])=[C:14](\[C:30]2[CH:31]=[C:32]3[C:37](=[CH:38][CH:39]=2)[CH:36]=[C:35]([CH:40]=[O:41])[CH:34]=[CH:33]3)/[C:15]2[CH:16]=[C:17]3[C:21](=[CH:22][CH:23]=2)[N:20]([CH:24]2[CH2:29][CH2:28][CH2:27][CH2:26][O:25]2)[N:19]=[CH:18]3)[CH:12]=[CH:11][CH:10]=[CH:9][CH:8]=1. Product: [C:7]1(/[C:13](/[CH2:42][CH3:43])=[C:14](\[C:30]2[CH:31]=[C:32]3[C:37](=[CH:38][CH:39]=2)[CH:36]=[C:35]([C:40]([OH:2])=[O:41])[CH:34]=[CH:33]3)/[C:15]2[CH:16]=[C:17]3[C:21](=[CH:22][CH:23]=2)[N:20]([CH:24]2[CH2:29][CH2:28][CH2:27][CH2:26][O:25]2)[N:19]=[CH:18]3)[CH:12]=[CH:11][CH:10]=[CH:9][CH:8]=1. The catalyst class is: 95. (9) Reactant: Cl.[Cl:2][C:3]1[CH:8]=[CH:7][C:6]([CH:9]([CH2:13][C:14]2[CH:19]=[CH:18][C:17]([Cl:20])=[CH:16][CH:15]=2)[CH:10]([NH2:12])[CH3:11])=[CH:5][CH:4]=1.[OH:21][CH2:22][C:23]([CH3:28])([CH3:27])[C:24](O)=[O:25].ON1C2C=CC=CC=2N=N1.C(N(C(C)C)CC)(C)C.CN(C)CCCN=C=NCC. Product: [Cl:2][C:3]1[CH:8]=[CH:7][C:6]([CH:9]([CH2:13][C:14]2[CH:15]=[CH:16][C:17]([Cl:20])=[CH:18][CH:19]=2)[CH:10]([NH:12][C:22](=[O:21])[C:23]([CH3:28])([CH3:27])[CH2:24][OH:25])[CH3:11])=[CH:5][CH:4]=1. The catalyst class is: 91. (10) The catalyst class is: 3. Reactant: Br[CH2:2][C:3]1[C:4]([C:11]2[C:16]([C:17]([F:20])([F:19])[F:18])=[CH:15][CH:14]=[CH:13][C:12]=2[F:21])=[N:5][O:6][C:7]=1[CH:8]1[CH2:10][CH2:9]1.[CH3:22][O:23][C:24]([C:26]1[S:30][C:29]([C:31]2[CH:36]=[CH:35][C:34]([OH:37])=[CH:33][C:32]=2[CH3:38])=[N:28][C:27]=1[CH3:39])=[O:25].C(=O)([O-])[O-].[K+].[K+]. Product: [CH3:22][O:23][C:24]([C:26]1[S:30][C:29]([C:31]2[CH:36]=[CH:35][C:34]([O:37][CH2:2][C:3]3[C:4]([C:11]4[C:16]([C:17]([F:20])([F:19])[F:18])=[CH:15][CH:14]=[CH:13][C:12]=4[F:21])=[N:5][O:6][C:7]=3[CH:8]3[CH2:10][CH2:9]3)=[CH:33][C:32]=2[CH3:38])=[N:28][C:27]=1[CH3:39])=[O:25].